From a dataset of Full USPTO retrosynthesis dataset with 1.9M reactions from patents (1976-2016). Predict the reactants needed to synthesize the given product. (1) Given the product [O:1]1[C:10]2[CH:9]=[C:8]([CH2:11][N:12]([C:35]([O:37][C:38]([CH3:41])([CH3:40])[CH3:39])=[O:36])[C@H:13]3[CH2:18][CH2:17][N:16]([C:19]([O:21][CH2:22][C:23]4[CH:28]=[CH:27][CH:26]=[CH:25][CH:24]=4)=[O:20])[CH2:15][C@H:14]3[OH:29])[N:7]=[CH:6][C:5]=2[O:4][CH2:3][CH2:2]1, predict the reactants needed to synthesize it. The reactants are: [O:1]1[C:10]2[CH:9]=[C:8]([CH2:11][NH:12][C@H:13]3[CH2:18][CH2:17][N:16]([C:19]([O:21][CH2:22][C:23]4[CH:28]=[CH:27][CH:26]=[CH:25][CH:24]=4)=[O:20])[CH2:15][C@H:14]3[OH:29])[N:7]=[CH:6][C:5]=2[O:4][CH2:3][CH2:2]1.C(=O)([O-])O.[Na+].[C:35](O[C:35]([O:37][C:38]([CH3:41])([CH3:40])[CH3:39])=[O:36])([O:37][C:38]([CH3:41])([CH3:40])[CH3:39])=[O:36]. (2) Given the product [Br:6][C:7]1[CH:16]=[CH:15][C:14]([N+:1]([O-:4])=[O:2])=[C:13]2[C:8]=1[CH:9]=[CH:10][N:11]=[CH:12]2, predict the reactants needed to synthesize it. The reactants are: [N+:1]([O-:4])([O-])=[O:2].[K+].[Br:6][C:7]1[CH:16]=[CH:15][CH:14]=[C:13]2[C:8]=1[CH:9]=[CH:10][N:11]=[CH:12]2.